Dataset: Catalyst prediction with 721,799 reactions and 888 catalyst types from USPTO. Task: Predict which catalyst facilitates the given reaction. (1) Reactant: [C:1]([CH2:3][C:4]1([N:15]2[CH:19]=[CH:18][C:17]([C:20]3[N:25]4[CH:26]=[CH:27][N:28]=[C:24]4[CH:23]=[C:22]([C:29]4[CH:30]=[N:31][N:32]([CH3:34])[CH:33]=4)[N:21]=3)=[CH:16]2)[CH2:7][N:6](C(OC(C)(C)C)=O)[CH2:5]1)#[N:2].[F:35][C:36]([F:41])([F:40])[C:37]([OH:39])=[O:38]. Product: [F:35][C:36]([F:41])([F:40])[C:37]([OH:39])=[O:38].[CH3:34][N:32]1[CH:33]=[C:29]([C:22]2[N:21]=[C:20]([C:17]3[CH:18]=[CH:19][N:15]([C:4]4([CH2:3][C:1]#[N:2])[CH2:7][NH:6][CH2:5]4)[CH:16]=3)[N:25]3[CH:26]=[CH:27][N:28]=[C:24]3[CH:23]=2)[CH:30]=[N:31]1. The catalyst class is: 2. (2) Reactant: [Cl:1][C:2]1[CH:7]=[CH:6][C:5]([CH:8]=[CH:9][S:10](Cl)(=[O:12])=[O:11])=[CH:4][CH:3]=1.S(O)(O)(=O)=O.[CH3:19][S:20][C:21](=[NH:23])[NH2:22].[CH3:19][S:20][C:21](=[NH:23])[NH2:22].[OH-].[Na+]. Product: [Cl:1][C:2]1[CH:7]=[CH:6][C:5]([CH:8]2[CH2:9][S:10](=[O:12])(=[O:11])[N:22]=[C:21]([S:20][CH3:19])[NH:23]2)=[CH:4][CH:3]=1. The catalyst class is: 21.